From a dataset of Reaction yield outcomes from USPTO patents with 853,638 reactions. Predict the reaction yield, written as a fraction of the theoretical maximum amount of product (1.0 means a 100% yield; for example, 0.34 means a 34% yield). The reactants are [NH:1]1[C:5]2[CH:6]=[CH:7][CH:8]=[CH:9][C:4]=2[N:3]=[C:2]1[C:10]([N:12]1[CH2:15][CH:14]([O:16][C:17]2[C:22]([C:23]3[CH2:28][CH2:27][CH:26]([O:29][Si](C(C)(C)C)(C)C)[CH2:25][CH:24]=3)=[N:21][CH:20]=[CH:19][N:18]=2)[CH2:13]1)=[O:11].CCCC[N+](CCCC)(CCCC)CCCC.[F-]. The product is [NH:1]1[C:5]2[CH:6]=[CH:7][CH:8]=[CH:9][C:4]=2[N:3]=[C:2]1[C:10]([N:12]1[CH2:13][CH:14]([O:16][C:17]2[C:22]([C:23]3[CH2:28][CH2:27][CH:26]([OH:29])[CH2:25][CH:24]=3)=[N:21][CH:20]=[CH:19][N:18]=2)[CH2:15]1)=[O:11]. The yield is 0.288. The catalyst is C1COCC1.